From a dataset of Catalyst prediction with 721,799 reactions and 888 catalyst types from USPTO. Predict which catalyst facilitates the given reaction. Reactant: [CH2:1]([N:8]1[CH2:13][CH:12]([CH3:14])[C:11](=NN(C)C)[CH:10]([CH3:19])[CH2:9]1)[C:2]1[CH:7]=[CH:6][CH:5]=[CH:4][CH:3]=1.C[OH:21]. Product: [CH2:1]([N:8]1[CH2:13][CH:12]([CH3:14])[C:11](=[O:21])[CH:10]([CH3:19])[CH2:9]1)[C:2]1[CH:7]=[CH:6][CH:5]=[CH:4][CH:3]=1. The catalyst class is: 33.